This data is from Reaction yield outcomes from USPTO patents with 853,638 reactions. The task is: Predict the reaction yield, written as a fraction of the theoretical maximum amount of product (1.0 means a 100% yield; for example, 0.34 means a 34% yield). (1) The reactants are [C:1]([O:7][CH2:8][CH3:9])(=[O:6])[CH2:2][C:3]([CH3:5])=O.[N+:10]([C:13]1[CH:20]=[CH:19][CH:18]=[CH:17][C:14]=1[CH:15]=O)([O-:12])=[O:11].[NH4+:21].[OH-:22]. The catalyst is CCO. The product is [CH3:5][C:3]1[NH:21][C:3]([CH3:5])=[C:2]([C:1]([O:7][CH2:8][CH3:9])=[O:22])[CH:15]([C:14]2[CH:17]=[CH:18][CH:19]=[CH:20][C:13]=2[N+:10]([O-:12])=[O:11])[C:2]=1[C:1]([O:7][CH2:8][CH3:9])=[O:6]. The yield is 0.170. (2) The reactants are [OH-].[NH4+:2].[C:3]([C:10]1[S:14][C:13]([N+:15]([O-:17])=[O:16])=[C:12]([S:18](Cl)(=[O:20])=[O:19])[C:11]=1[CH2:22][NH:23][S:24]([CH3:27])(=[O:26])=[O:25])([O:5][C:6]([CH3:9])([CH3:8])[CH3:7])=[O:4]. The catalyst is C(#N)C. The product is [C:3]([C:10]1[S:14][C:13]([N+:15]([O-:17])=[O:16])=[C:12]([S:18]([NH2:2])(=[O:20])=[O:19])[C:11]=1[CH2:22][NH:23][S:24]([CH3:27])(=[O:26])=[O:25])([O:5][C:6]([CH3:9])([CH3:8])[CH3:7])=[O:4]. The yield is 0.840. (3) The reactants are [C:1]([O:5][C@@H:6]([C:12]1[C:13]([CH3:34])=[N:14][C:15]([CH3:33])=[C:16]([C:26]2[CH:31]=[CH:30][C:29](O)=[CH:28][CH:27]=2)[C:17]=1[N:18]1[CH2:23][CH2:22][C:21]([CH3:25])([CH3:24])[CH2:20][CH2:19]1)[C:7]([O:9]CC)=[O:8])([CH3:4])([CH3:3])[CH3:2].[Cl:35][C:36]1[CH:41]=[CH:40][C:39]([CH2:42][CH2:43][OH:44])=[CH:38][C:37]=1[F:45].C1C=CC(P(C2C=CC=CC=2)C2C=CC=CC=2)=CC=1.CCOC(/N=N/C(OCC)=O)=O.[OH-].[Na+]. The catalyst is C1COCC1.CO. The product is [C:1]([O:5][C@@H:6]([C:12]1[C:13]([CH3:34])=[N:14][C:15]([CH3:33])=[C:16]([C:26]2[CH:27]=[CH:28][C:29]([O:44][CH2:43][CH2:42][C:39]3[CH:40]=[CH:41][C:36]([Cl:35])=[C:37]([F:45])[CH:38]=3)=[CH:30][CH:31]=2)[C:17]=1[N:18]1[CH2:19][CH2:20][C:21]([CH3:25])([CH3:24])[CH2:22][CH2:23]1)[C:7]([OH:9])=[O:8])([CH3:4])([CH3:2])[CH3:3]. The yield is 0.259. (4) The reactants are [Br:1][C:2]1[CH:3]=[C:4]([C:15]([F:18])([F:17])[F:16])[C:5]2[N:6]([C:8]([Cl:14])=[C:9]([C:11]([OH:13])=O)[N:10]=2)[CH:7]=1.[CH3:19][C@H:20]1[O:24][C:23](=[O:25])[N:22]([CH:26]2[CH2:31][CH2:30][NH:29][CH2:28][CH2:27]2)[C:21]1=[O:32].C(N(CC)C(C)C)(C)C.CN(C(ON1N=NC2C=CC=NC1=2)=[N+](C)C)C.F[P-](F)(F)(F)(F)F. The catalyst is CN(C=O)C.CCOC(C)=O. The product is [Br:1][C:2]1[CH:3]=[C:4]([C:15]([F:18])([F:17])[F:16])[C:5]2[N:6]([C:8]([Cl:14])=[C:9]([C:11]([N:29]3[CH2:28][CH2:27][CH:26]([N:22]4[C:21](=[O:32])[C@@H:20]([CH3:19])[O:24][C:23]4=[O:25])[CH2:31][CH2:30]3)=[O:13])[N:10]=2)[CH:7]=1. The yield is 0.860. (5) The reactants are [C:1]([C:4]1[C:5]([CH3:15])=[C:6]2[C:11](=[O:12])[NH:10][CH2:9][CH2:8][N:7]2[C:13]=1[CH3:14])(=[O:3])[CH3:2].CC(O[CH:21](N(C)C)[N:22]([CH3:24])[CH3:23])(C)C. The catalyst is CC(C)=O. The product is [CH3:21][N:22]([CH3:24])/[CH:23]=[CH:2]/[C:1]([C:4]1[C:5]([CH3:15])=[C:6]2[C:11](=[O:12])[NH:10][CH2:9][CH2:8][N:7]2[C:13]=1[CH3:14])=[O:3]. The yield is 0.770. (6) The reactants are [Br:1][C:2]1[C:3]([Cl:12])=[N:4][CH:5]=[C:6]([S:8](Cl)(=[O:10])=[O:9])[CH:7]=1.[NH2:13][C:14]([CH3:19])([CH2:17][OH:18])[CH2:15][OH:16]. No catalyst specified. The product is [OH:16][CH2:15][C:14]([NH:13][S:8]([C:6]1[CH:5]=[N:4][C:3]([Cl:12])=[C:2]([Br:1])[CH:7]=1)(=[O:10])=[O:9])([CH2:17][OH:18])[CH3:19]. The yield is 0.830. (7) The reactants are B(O[O-])=O.[OH2:5].[Na+].[CH3:7][O:8][C:9](=[O:25])[C:10]1[CH:15]=[C:14]([S:16][CH2:17][CH2:18][CH3:19])[N:13]=[C:12]([NH:20][C@H:21]([CH2:23][CH3:24])[CH3:22])[CH:11]=1. The catalyst is C(O)(=O)C. The product is [CH3:7][O:8][C:9](=[O:25])[C:10]1[CH:15]=[C:14]([S@:16]([CH2:17][CH2:18][CH3:19])=[O:5])[N:13]=[C:12]([NH:20][CH:21]([CH2:23][CH3:24])[CH3:22])[CH:11]=1. The yield is 0.550.